Dataset: Peptide-MHC class II binding affinity with 134,281 pairs from IEDB. Task: Regression. Given a peptide amino acid sequence and an MHC pseudo amino acid sequence, predict their binding affinity value. This is MHC class II binding data. The peptide sequence is AAGGWDSLAAELATT. The MHC is HLA-DPA10103-DPB10301 with pseudo-sequence HLA-DPA10103-DPB10301. The binding affinity (normalized) is 0.639.